This data is from Peptide-MHC class I binding affinity with 185,985 pairs from IEDB/IMGT. The task is: Regression. Given a peptide amino acid sequence and an MHC pseudo amino acid sequence, predict their binding affinity value. This is MHC class I binding data. (1) The peptide sequence is YRSDIVGTY. The MHC is HLA-B35:01 with pseudo-sequence HLA-B35:01. The binding affinity (normalized) is 0.516. (2) The peptide sequence is QMLSVVGFL. The MHC is HLA-A02:02 with pseudo-sequence HLA-A02:02. The binding affinity (normalized) is 0.789.